From a dataset of Forward reaction prediction with 1.9M reactions from USPTO patents (1976-2016). Predict the product of the given reaction. Given the reactants [O:1]=[C:2]([N:10]1[CH2:14][CH2:13][CH2:12][C@H:11]1[C:15]([O:17]C)=[O:16])[C:3](=[O:9])[C:4]([CH3:8])([CH3:7])[CH2:5][CH3:6].CO.Cl, predict the reaction product. The product is: [O:1]=[C:2]([N:10]1[CH2:14][CH2:13][CH2:12][C@H:11]1[C:15]([OH:17])=[O:16])[C:3](=[O:9])[C:4]([CH3:7])([CH3:8])[CH2:5][CH3:6].